This data is from Forward reaction prediction with 1.9M reactions from USPTO patents (1976-2016). The task is: Predict the product of the given reaction. (1) Given the reactants [N+:1]([C:4]1[CH:14]=[CH:13][C:12]2[CH:11]3[CH2:15][CH2:16][N:7]([CH2:8][CH2:9][CH2:10]3)[C:6]=2[CH:5]=1)([O-:3])=[O:2].C([O-])([O-])=O.[K+].[K+].[CH2:23](I)[CH3:24], predict the reaction product. The product is: [CH2:16]([N:7]1[CH2:6][CH:12]2[CH2:11][CH2:10][CH:9]([C:23]3[CH:24]=[CH:5][C:4]([N+:1]([O-:3])=[O:2])=[CH:14][C:13]=32)[CH2:8]1)[CH3:15]. (2) The product is: [Cl:26][C:23]1[CH:24]=[CH:25][C:20]([CH:19]2[CH2:18][C:17](=[O:29])[NH:16][C:15]([CH3:30])=[C:14]2[C:12]([NH:11][C:8]2[CH:9]=[C:10]3[C:5](=[CH:6][CH:7]=2)[NH:4][N:3]=[C:2]3[Cl:1])=[O:13])=[CH:21][C:22]=1[OH:27]. Given the reactants [Cl:1][C:2]1[C:10]2[C:5](=[CH:6][CH:7]=[C:8]([NH:11][C:12]([C:14]3[CH:19]([C:20]4[CH:25]=[CH:24][C:23]([Cl:26])=[C:22]([O:27]C)[CH:21]=4)[CH2:18][C:17](=[O:29])[NH:16][C:15]=3[CH3:30])=[O:13])[CH:9]=2)[NH:4][N:3]=1.B(Cl)(Cl)Cl, predict the reaction product. (3) The product is: [F:1][C:2]1[CH:31]=[C:30]([F:32])[CH:29]=[CH:28][C:3]=1[O:4][C:5]1[CH:10]=[CH:9][C:8]([S:11]([CH3:14])(=[O:12])=[O:13])=[CH:7][C:6]=1[C:15]1[C:16]2[CH:25]=[C:24]([CH2:26][N:35]([CH3:36])[CH3:34])[NH:23][C:17]=2[C:18](=[O:22])[N:19]([CH3:21])[CH:20]=1. Given the reactants [F:1][C:2]1[CH:31]=[C:30]([F:32])[CH:29]=[CH:28][C:3]=1[O:4][C:5]1[CH:10]=[CH:9][C:8]([S:11]([CH3:14])(=[O:13])=[O:12])=[CH:7][C:6]=1[C:15]1[C:16]2[CH:25]=[C:24]([CH:26]=O)[NH:23][C:17]=2[C:18](=[O:22])[N:19]([CH3:21])[CH:20]=1.Cl.[CH3:34][NH:35][CH3:36].C([BH3-])#N.[Na+], predict the reaction product. (4) Given the reactants [F:1][C:2]1[CH:7]=[CH:6][C:5]([C:8]2[C:20]([C:21]3[CH:26]=[CH:25][N:24]=[C:23]([N:27]4[CH2:31][CH2:30][CH2:29][CH2:28]4)[N:22]=3)=[C:11]3[CH:12]=[CH:13][C:14]([C:16]([F:19])([F:18])[F:17])=[CH:15][N:10]3[N:9]=2)=[CH:4][CH:3]=1.C([Li])CCC.C(Cl)(Cl)(Cl)[Cl:38], predict the reaction product. The product is: [Cl:38][C:15]1[N:10]2[N:9]=[C:8]([C:5]3[CH:4]=[CH:3][C:2]([F:1])=[CH:7][CH:6]=3)[C:20]([C:21]3[CH:26]=[CH:25][N:24]=[C:23]([N:27]4[CH2:28][CH2:29][CH2:30][CH2:31]4)[N:22]=3)=[C:11]2[CH:12]=[CH:13][C:14]=1[C:16]([F:19])([F:17])[F:18]. (5) Given the reactants [CH2:1]([NH:8][C:9]1([C:12]2[CH:17]=[CH:16][C:15](Br)=[CH:14][CH:13]=2)[CH2:11][CH2:10]1)[C:2]1[CH:7]=[CH:6][CH:5]=[CH:4][CH:3]=1.[CH3:19][Si:20]([C:23]#[CH:24])([CH3:22])[CH3:21], predict the reaction product. The product is: [CH2:1]([NH:8][C:9]1([C:12]2[CH:17]=[CH:16][C:15]([C:24]#[C:23][Si:20]([CH3:22])([CH3:21])[CH3:19])=[CH:14][CH:13]=2)[CH2:11][CH2:10]1)[C:2]1[CH:7]=[CH:6][CH:5]=[CH:4][CH:3]=1. (6) The product is: [CH:19]1([C:17]([NH:16][C:14]2[N:15]=[C:10]3[CH:9]=[CH:8][C:7]([O:6][C:5]4[CH:22]=[CH:23][C:2]([NH:1][C:38]([C:33]5[C:32](=[O:41])[N:31]([C:28]6[CH:27]=[CH:26][C:25]([F:24])=[CH:30][CH:29]=6)[C:36]([CH3:37])=[CH:35][CH:34]=5)=[O:39])=[CH:3][CH:4]=4)=[CH:12][N:11]3[CH:13]=2)=[O:18])[CH2:20][CH2:21]1. Given the reactants [NH2:1][C:2]1[CH:23]=[CH:22][C:5]([O:6][C:7]2[CH:8]=[CH:9][C:10]3[N:11]([CH:13]=[C:14]([NH:16][C:17]([CH:19]4[CH2:21][CH2:20]4)=[O:18])[N:15]=3)[CH:12]=2)=[CH:4][CH:3]=1.[F:24][C:25]1[CH:30]=[CH:29][C:28]([N:31]2[C:36]([CH3:37])=[CH:35][CH:34]=[C:33]([C:38](O)=[O:39])[C:32]2=[O:41])=[CH:27][CH:26]=1.CN(C(ON1N=NC2C=CC=NC1=2)=[N+](C)C)C.F[P-](F)(F)(F)(F)F.C(N(CC)C(C)C)(C)C.C(=O)([O-])O.[Na+], predict the reaction product. (7) Given the reactants Br[CH:2]1[CH2:6][CH2:5][N:4]([C:7]2[CH:8]=[N:9][N:10]([C:15]3[CH:20]=[CH:19][C:18]([F:21])=[CH:17][CH:16]=3)[C:11]=2[CH:12]([CH3:14])[CH3:13])[C:3]1=[O:22].[F:23][C:24]([F:31])([F:30])[C:25]1[NH:29][N:28]=[CH:27][CH:26]=1.C([O-])([O-])=O.[K+].[K+], predict the reaction product. The product is: [F:21][C:18]1[CH:19]=[CH:20][C:15]([N:10]2[C:11]([CH:12]([CH3:14])[CH3:13])=[C:7]([N:4]3[CH2:5][CH2:6][CH:2]([N:28]4[CH:27]=[CH:26][C:25]([C:24]([F:31])([F:30])[F:23])=[N:29]4)[C:3]3=[O:22])[CH:8]=[N:9]2)=[CH:16][CH:17]=1. (8) Given the reactants [Br:1][C:2]1[CH:3]=[C:4]([NH:8][C@H:9]([C:12]2[CH:17]=[CH:16][CH:15]=[CH:14][CH:13]=2)[CH2:10][NH2:11])[CH:5]=[N:6][CH:7]=1.C(N(CC)C(C)C)(C)C.[CH3:27][S:28](Cl)(=[O:30])=[O:29], predict the reaction product. The product is: [Br:1][C:2]1[CH:3]=[C:4]([NH:8][C@H:9]([C:12]2[CH:17]=[CH:16][CH:15]=[CH:14][CH:13]=2)[CH2:10][NH:11][S:28]([CH3:27])(=[O:30])=[O:29])[CH:5]=[N:6][CH:7]=1. (9) Given the reactants B(Br)(Br)Br.[Cl:5][C:6]1[CH:11]=[CH:10][C:9]([O:12]C)=[CH:8][C:7]=1[S:14][CH3:15].N(CCO)CCO, predict the reaction product. The product is: [Cl:5][C:6]1[CH:11]=[CH:10][C:9]([OH:12])=[CH:8][C:7]=1[S:14][CH3:15].